This data is from Catalyst prediction with 721,799 reactions and 888 catalyst types from USPTO. The task is: Predict which catalyst facilitates the given reaction. (1) Reactant: [C:1]([C:5]1[C:9]([CH2:10][CH2:11][CH2:12][OH:13])=[CH:8][N:7]([C:14]2[CH:19]=[CH:18][C:17]([C:20]([F:23])([F:22])[F:21])=[CH:16][N:15]=2)[N:6]=1)([CH3:4])([CH3:3])[CH3:2].O[C:25]1[C:30]([O:31][CH3:32])=[CH:29][CH:28]=[CH:27][C:26]=1[CH2:33][C:34]([O:36]C)=[O:35].C(P(CCCC)CCCC)CCC.N(C(N1CCCCC1)=O)=NC(N1CCCCC1)=O. Product: [C:1]([C:5]1[C:9]([CH2:10][CH2:11][CH2:12][O:13][C:25]2[C:30]([O:31][CH3:32])=[CH:29][CH:28]=[CH:27][C:26]=2[CH2:33][C:34]([OH:36])=[O:35])=[CH:8][N:7]([C:14]2[CH:19]=[CH:18][C:17]([C:20]([F:21])([F:22])[F:23])=[CH:16][N:15]=2)[N:6]=1)([CH3:4])([CH3:2])[CH3:3]. The catalyst class is: 7. (2) Product: [CH3:2][O:3][C:4](=[O:36])[C:5]1[CH:6]=[CH:7][C:8]([O:11][C:12]2[CH:13]=[CH:14][C:15]([CH2:18][C@H:19]([NH:35][C:37](=[O:44])[CH2:38][CH2:39][CH2:40][C:41]([OH:43])=[O:42])[C:20]3[N:21]([CH2:33][CH3:34])[CH:22]=[C:23]([C:25]4[CH:30]=[CH:29][C:28]([Cl:31])=[CH:27][C:26]=4[Cl:32])[N:24]=3)=[CH:16][CH:17]=2)=[CH:9][CH:10]=1. The catalyst class is: 3. Reactant: Cl.[CH3:2][O:3][C:4](=[O:36])[C:5]1[CH:10]=[CH:9][C:8]([O:11][C:12]2[CH:17]=[CH:16][C:15]([CH2:18][C@H:19]([NH2:35])[C:20]3[N:21]([CH2:33][CH3:34])[CH:22]=[C:23]([C:25]4[CH:30]=[CH:29][C:28]([Cl:31])=[CH:27][C:26]=4[Cl:32])[N:24]=3)=[CH:14][CH:13]=2)=[CH:7][CH:6]=1.[C:37]1(=[O:44])[O:43][C:41](=[O:42])[CH2:40][CH2:39][CH2:38]1.CCN(C(C)C)C(C)C.C(O)(=O)CC(CC(O)=O)(C(O)=O)O. (3) Reactant: Cl[C:2]1[C:6]2[CH:7]=[CH:8][C:9]([O:11][CH2:12][C:13]3[CH:18]=[CH:17][C:16]([Cl:19])=[CH:15][C:14]=3[Cl:20])=[CH:10][C:5]=2[S:4][C:3]=1[C:21]([NH2:23])=[O:22].C1CCN2C(=NCCC2)CC1.C(N)(=[S:37])C. Product: [Cl:20][C:14]1[CH:15]=[C:16]([Cl:19])[CH:17]=[CH:18][C:13]=1[CH2:12][O:11][C:9]1[CH:8]=[CH:7][C:6]2[C:2]([SH:37])=[C:3]([C:21]([NH2:23])=[O:22])[S:4][C:5]=2[CH:10]=1. The catalyst class is: 517. (4) Reactant: C([O:3][C:4](=[O:16])[CH:5]([C:9]1[CH:14]=[CH:13][CH:12]=[C:11]([Br:15])[CH:10]=1)[N:6]([CH3:8])[CH3:7])C.[OH-].[K+].O.Cl. Product: [Br:15][C:11]1[CH:10]=[C:9]([CH:5]([N:6]([CH3:8])[CH3:7])[C:4]([OH:16])=[O:3])[CH:14]=[CH:13][CH:12]=1. The catalyst class is: 3. (5) Reactant: [Br:1][C:2]1[CH:7]=[CH:6][C:5]([C:8]2[C:9](=O)[NH:10][C:11]3[C:19]=2[CH:18]=[C:17]2[C:13](=[C:14]([C:21]4[CH:26]=[CH:25][C:24]([Br:27])=[CH:23][CH:22]=4)[C:15](=[O:20])[NH:16]2)[CH:12]=3)=[CH:4][CH:3]=1.CN(C)C=O.[C:34](=[O:37])([O-])[O-].[K+].[K+].Br[CH2:41][CH:42]([CH2:49][CH2:50][CH2:51][CH2:52][CH2:53][CH2:54][CH2:55][CH3:56])[CH2:43][CH2:44][CH2:45][CH2:46][CH2:47][CH3:48]. Product: [Br:1][C:2]1[CH:3]=[CH:4][C:5]([C:8]2[C:34](=[O:37])[N:10]([CH2:9][CH:8]([CH2:5][CH2:4][CH2:3][CH2:2][CH2:7][CH3:6])[CH2:19][CH2:18][CH2:17][CH2:13][CH2:14][CH2:21][CH2:22][CH3:23])[C:11]3[C:19]=2[CH:18]=[C:17]2[C:13](=[C:14]([C:21]4[CH:22]=[CH:23][C:24]([Br:27])=[CH:25][CH:26]=4)[C:15](=[O:20])[N:16]2[CH2:41][CH:42]([CH2:43][CH2:44][CH2:45][CH2:46][CH2:47][CH3:48])[CH2:49][CH2:50][CH2:51][CH2:52][CH2:53][CH2:54][CH2:55][CH3:56])[CH:12]=3)=[CH:6][CH:7]=1. The catalyst class is: 5.